Dataset: Reaction yield outcomes from USPTO patents with 853,638 reactions. Task: Predict the reaction yield, written as a fraction of the theoretical maximum amount of product (1.0 means a 100% yield; for example, 0.34 means a 34% yield). (1) The reactants are C([O:4][C:5]1[CH:13]=[CH:12][C:11]([Cl:14])=[CH:10][C:6]=1[C:7]([OH:9])=O)(=O)C.[NH2:15][C@@H:16]([CH2:34][CH:35]([CH3:37])[CH3:36])[C:17]([NH:19][C:20]1[CH:25]=[C:24]([C:26]([F:29])([F:28])[F:27])[CH:23]=[C:22]([C:30]([F:33])([F:32])[F:31])[CH:21]=1)=[O:18]. No catalyst specified. The product is [Cl:14][C:11]1[CH:12]=[CH:13][C:5]([OH:4])=[C:6]([CH:10]=1)[C:7]([NH:15][C@H:16]([C:17](=[O:18])[NH:19][C:20]1[CH:25]=[C:24]([C:26]([F:28])([F:29])[F:27])[CH:23]=[C:22]([C:30]([F:31])([F:32])[F:33])[CH:21]=1)[CH2:34][CH:35]([CH3:36])[CH3:37])=[O:9]. The yield is 0.248. (2) The reactants are [NH2:1][C:2]1[N:3]=[C:4]([O:18][CH3:19])[N:5]([C:11]2[CH:16]=[CH:15][C:14]([F:17])=[CH:13][CH:12]=2)[C:6]=1[C:7]([O:9][CH3:10])=[O:8].C(O)(=O)C.[CH3:24][O:25][C:26]1[CH:33]=[C:32]([O:34][CH3:35])[CH:31]=[CH:30][C:27]=1[CH:28]=O.C(O[BH-](OC(=O)C)OC(=O)C)(=O)C.[Na+]. The catalyst is ClCCCl.C(OCC)(=O)C. The product is [CH3:24][O:25][C:26]1[CH:33]=[C:32]([O:34][CH3:35])[CH:31]=[CH:30][C:27]=1[CH2:28][NH:1][C:2]1[N:3]=[C:4]([O:18][CH3:19])[N:5]([C:11]2[CH:16]=[CH:15][C:14]([F:17])=[CH:13][CH:12]=2)[C:6]=1[C:7]([O:9][CH3:10])=[O:8]. The yield is 0.970. (3) The reactants are F[C:2]1[CH:9]=[CH:8][C:5]([C:6]#[N:7])=[CH:4][C:3]=1[CH3:10].[NH:11]1[CH2:16][CH2:15][NH:14][CH2:13][CH2:12]1.O. The catalyst is CS(C)=O. The product is [CH3:10][C:3]1[CH:4]=[C:5]([CH:8]=[CH:9][C:2]=1[N:11]1[CH2:16][CH2:15][NH:14][CH2:13][CH2:12]1)[C:6]#[N:7]. The yield is 0.696. (4) The reactants are [CH2:1]([O:5][C:6]1[CH:10]=[C:9](/[CH:11]=[CH:12]/[C:13]([O:15]CC)=[O:14])[N:8]([CH2:18][C:19]2[CH:24]=[CH:23][C:22]([C:25]([F:28])([F:27])[F:26])=[CH:21][CH:20]=2)[N:7]=1)[CH2:2][CH2:3][CH3:4].[OH-].[Na+].O1CCCC1. The catalyst is C(O)C. The product is [CH2:1]([O:5][C:6]1[CH:10]=[C:9](/[CH:11]=[CH:12]/[C:13]([OH:15])=[O:14])[N:8]([CH2:18][C:19]2[CH:24]=[CH:23][C:22]([C:25]([F:28])([F:27])[F:26])=[CH:21][CH:20]=2)[N:7]=1)[CH2:2][CH2:3][CH3:4]. The yield is 0.820. (5) The reactants are Br[C:2]1[CH:3]=[C:4]([CH:7]=[CH:8][CH:9]=1)[C:5]#[N:6].[CH:10]([Sn](CCCC)(CCCC)CCCC)=[CH2:11]. The catalyst is CN(C=O)C.CCOCC.C1C=CC([P]([Pd]([P](C2C=CC=CC=2)(C2C=CC=CC=2)C2C=CC=CC=2)([P](C2C=CC=CC=2)(C2C=CC=CC=2)C2C=CC=CC=2)[P](C2C=CC=CC=2)(C2C=CC=CC=2)C2C=CC=CC=2)(C2C=CC=CC=2)C2C=CC=CC=2)=CC=1. The product is [CH:10]([C:2]1[CH:3]=[C:4]([CH:7]=[CH:8][CH:9]=1)[C:5]#[N:6])=[CH2:11]. The yield is 0.950. (6) The reactants are [NH:1]1[C:5]([C:6]2[CH:7]=[C:8]([CH:10]=[CH:11][CH:12]=2)[NH2:9])=[N:4][N:3]=[N:2]1.[NH:13]1[C:17]2[CH:18]=[CH:19][CH:20]=[C:21]([C:22](O)=[O:23])[C:16]=2[N:15]=[CH:14]1.Cl.C(N=C=NCCCN(C)C)C.ON1C2C=CC=CC=2N=N1.CCN(C(C)C)C(C)C.Cl. The product is [NH:4]1[C:5]([C:6]2[CH:7]=[C:8]([NH:9][C:22]([C:21]3[C:16]4[NH:15][CH:14]=[N:13][C:17]=4[CH:18]=[CH:19][CH:20]=3)=[O:23])[CH:10]=[CH:11][CH:12]=2)=[N:1][N:2]=[N:3]1. The catalyst is CN(C=O)C.O. The yield is 0.0500. (7) The reactants are Cl.Cl.[NH:3]1[C:12]2[C:7](=[CH:8][CH:9]=[CH:10][CH:11]=2)[CH:6]([NH:13][O:14][CH2:15][C:16]([O:18][CH2:19][CH:20]=[CH2:21])=[O:17])[CH2:5][NH:4]1.C(N(CC)CC)C.[O:29]=[C:30](Cl)OC(Cl)(Cl)Cl.CN(C1C=CC=CN=1)C. The catalyst is C(#N)C. The product is [O:29]=[C:30]1[N:13]([O:14][CH2:15][C:16]([O:18][CH2:19][CH:20]=[CH2:21])=[O:17])[CH:6]2[CH2:5][N:4]1[NH:3][C:12]1[CH:11]=[CH:10][CH:9]=[CH:8][C:7]=12. The yield is 0.410.